This data is from Forward reaction prediction with 1.9M reactions from USPTO patents (1976-2016). The task is: Predict the product of the given reaction. (1) The product is: [Br:13][C:14]1[CH:23]=[CH:22][CH:21]=[C:20]2[C:15]=1[C:16](=[O:17])[N:12]([CH2:11][CH2:10][C:6]1[N:5]=[C:4]3[CH:3]=[CH:2][S:1][C:9]3=[CH:8][CH:7]=1)[CH2:24]2. Given the reactants [S:1]1[C:9]2[C:4](=[N:5][C:6]([CH2:10][CH2:11][NH2:12])=[CH:7][CH:8]=2)[CH:3]=[CH:2]1.[Br:13][C:14]1[CH:23]=[CH:22][CH:21]=[C:20]([CH2:24]Br)[C:15]=1[C:16](OC)=[O:17], predict the reaction product. (2) The product is: [O:17]=[C:13]1[C:14]2[C:9](=[CH:8][C:7]([CH2:6][CH:2]=[O:1])=[CH:16][CH:15]=2)[CH2:10][CH2:11][O:12]1. Given the reactants [O:1]1CCO[CH:2]1[CH2:6][C:7]1[CH:8]=[C:9]2[C:14](=[CH:15][CH:16]=1)[C:13](=[O:17])[O:12][CH2:11][CH2:10]2.Cl.C(OCC)(=O)C, predict the reaction product. (3) Given the reactants [NH:1]1[C:9]2[C:4](=[CH:5][CH:6]=[CH:7][C:8]=2[C:10]([O:12][CH3:13])=[O:11])[CH:3]=[CH:2]1.Br[CH2:15][C:16]1[CH:21]=[CH:20][C:19]([C:22]([F:25])([F:24])[F:23])=[CH:18][CH:17]=1.[H-].[Na+], predict the reaction product. The product is: [F:23][C:22]([F:24])([F:25])[C:19]1[CH:20]=[CH:21][C:16]([CH2:15][N:1]2[C:9]3[C:4](=[CH:5][CH:6]=[CH:7][C:8]=3[C:10]([O:12][CH3:13])=[O:11])[CH:3]=[CH:2]2)=[CH:17][CH:18]=1. (4) The product is: [C:1]([O:5][C:6]([NH:8][CH2:9][CH2:10][N:11]1[C:19]([C:20]([OH:22])=[O:21])=[C:18]2[C:13]([C:14]3[CH:27]=[C:26]([C:28]4[CH:33]=[CH:32][CH:31]=[C:30]([N+:34]([O-:36])=[O:35])[CH:29]=4)[C:25]([O:37][CH3:38])=[CH:24][C:15]=3[CH:16]=[CH:17]2)=[N:12]1)=[O:7])([CH3:4])([CH3:3])[CH3:2]. Given the reactants [C:1]([O:5][C:6]([NH:8][CH2:9][CH2:10][N:11]1[C:19]([C:20]([O:22]C)=[O:21])=[C:18]2[C:13]([C:14]3[CH:27]=[C:26]([C:28]4[CH:33]=[CH:32][CH:31]=[C:30]([N+:34]([O-:36])=[O:35])[CH:29]=4)[C:25]([O:37][CH3:38])=[CH:24][C:15]=3[CH:16]=[CH:17]2)=[N:12]1)=[O:7])([CH3:4])([CH3:3])[CH3:2].O.[OH-].[Li+], predict the reaction product. (5) Given the reactants [CH3:1][N:2]([CH2:4][C:5]1[CH:6]=[CH:7][C:8]([O:35][CH2:36][CH3:37])=[C:9]([NH:11][C:12]([C@H:14]([NH:26][C:27]([N:29]2[CH2:34][CH2:33][NH:32][CH2:31][CH2:30]2)=[O:28])[C@H:15]([C:17]2[C:25]3[C:20](=[CH:21][CH:22]=[CH:23][CH:24]=3)[NH:19][CH:18]=2)[CH3:16])=[O:13])[CH:10]=1)[CH3:3].[F:38][C:39]1[CH:47]=[CH:46][C:42]([C:43](O)=[O:44])=[CH:41][CH:40]=1.CCN=C=NCCCN(C)C.C1C=CC2N(O)N=NC=2C=1.C(=O)([O-])O.[Na+], predict the reaction product. The product is: [CH3:1][N:2]([CH2:4][C:5]1[CH:6]=[CH:7][C:8]([O:35][CH2:36][CH3:37])=[C:9]([NH:11][C:12]([C@H:14]([NH:26][C:27]([N:29]2[CH2:30][CH2:31][N:32]([C:43](=[O:44])[C:42]3[CH:46]=[CH:47][C:39]([F:38])=[CH:40][CH:41]=3)[CH2:33][CH2:34]2)=[O:28])[C@H:15]([C:17]2[C:25]3[C:20](=[CH:21][CH:22]=[CH:23][CH:24]=3)[NH:19][CH:18]=2)[CH3:16])=[O:13])[CH:10]=1)[CH3:3]. (6) Given the reactants [F:1][C:2]1[CH:24]=[C:23]([F:25])[CH:22]=[CH:21][C:3]=1[O:4][C:5]1[CH:6]=[C:7]2[C:11](=[CH:12][C:13]=1[C:14](O)=[O:15])[N:10]([CH2:17][CH:18]([CH3:20])[CH3:19])[N:9]=[CH:8]2.Cl.Cl.[CH3:28][O:29][C:30](=[O:41])[C@@H:31]([NH2:40])[CH2:32][CH2:33][N:34]([CH2:36][CH2:37][O:38][CH3:39])[CH3:35].CCN=C=NCCCN(C)C.C1C=CC2N(O)N=NC=2C=1.C(N(CC)CC)C, predict the reaction product. The product is: [CH3:28][O:29][C:30](=[O:41])[C@@H:31]([NH:40][C:14]([C:13]1[CH:12]=[C:11]2[C:7]([CH:8]=[N:9][N:10]2[CH2:17][CH:18]([CH3:20])[CH3:19])=[CH:6][C:5]=1[O:4][C:3]1[CH:21]=[CH:22][C:23]([F:25])=[CH:24][C:2]=1[F:1])=[O:15])[CH2:32][CH2:33][N:34]([CH2:36][CH2:37][O:38][CH3:39])[CH3:35].